From a dataset of Forward reaction prediction with 1.9M reactions from USPTO patents (1976-2016). Predict the product of the given reaction. (1) Given the reactants [CH:1](NC(C)C)(C)C.C([Li])CCC.[Br:13][C:14]1[CH:15]=[N:16][CH:17]=[C:18]([F:20])[CH:19]=1.IC, predict the reaction product. The product is: [Br:13][C:14]1[CH:15]=[N:16][CH:17]=[C:18]([F:20])[C:19]=1[CH3:1]. (2) Given the reactants O[CH2:2][CH2:3][CH2:4][CH2:5][CH2:6][C:7]([CH3:16])([CH3:15])[CH2:8][CH2:9][C:10]([O:12][CH2:13][CH3:14])=[O:11].C(Br)(Br)(Br)[Br:18].C1(P(C2C=CC=CC=2)C2C=CC=CC=2)C=CC=CC=1, predict the reaction product. The product is: [Br:18][CH2:2][CH2:3][CH2:4][CH2:5][CH2:6][C:7]([CH3:16])([CH3:15])[CH2:8][CH2:9][C:10]([O:12][CH2:13][CH3:14])=[O:11]. (3) Given the reactants [CH3:1][C:2]([CH3:22])([CH3:21])[C@H:3]([OH:20])[CH2:4][C:5]1[O:6][C:7]([C:10]2[CH:15]=[CH:14][C:13]([C:16]([F:19])([F:18])[F:17])=[CH:12][CH:11]=2)=[N:8][N:9]=1.C([Li])CCC.Cl[C:29]([O:31][C:32]1[CH:37]=[CH:36][C:35]([N+:38]([O-:40])=[O:39])=[CH:34][CH:33]=1)=[O:30].ClCCl, predict the reaction product. The product is: [C:29](=[O:30])([O:31][C:32]1[CH:33]=[CH:34][C:35]([N+:38]([O-:40])=[O:39])=[CH:36][CH:37]=1)[O:20][C@H:3]([CH2:4][C:5]1[O:6][C:7]([C:10]2[CH:15]=[CH:14][C:13]([C:16]([F:19])([F:18])[F:17])=[CH:12][CH:11]=2)=[N:8][N:9]=1)[C:2]([CH3:22])([CH3:21])[CH3:1]. (4) Given the reactants [F:1][C:2]([F:7])([F:6])[C:3]([OH:5])=[O:4].[F:8][C:9]([F:14])([F:13])[C:10]([OH:12])=[O:11].FC(F)(F)C(O)=O.[Cl:22][C:23]1[CH:24]=[N:25][C:26]2[NH:27][C:28]3[CH:29]=[N:30][CH:31]=[C:32]([CH:54]=3)[CH2:33][CH2:34][C:35]3[CH:43]=[C:39]([NH:40][C:41]=1[N:42]=2)[CH:38]=[CH:37][C:36]=3[NH:44][C:45](=[O:53])[CH2:46][CH:47]1[CH2:52][CH2:51][NH:50][CH2:49][CH2:48]1.[CH3:55][N:56]1[CH:60]=[CH:59][C:58]([C:61](Cl)=[O:62])=[N:57]1, predict the reaction product. The product is: [F:1][C:2]([F:7])([F:6])[C:3]([OH:5])=[O:4].[F:8][C:9]([F:14])([F:13])[C:10]([OH:12])=[O:11].[Cl:22][C:23]1[CH:24]=[N:25][C:26]2[NH:27][C:28]3[CH:29]=[N:30][CH:31]=[C:32]([CH:54]=3)[CH2:33][CH2:34][C:35]3[CH:43]=[C:39]([NH:40][C:41]=1[N:42]=2)[CH:38]=[CH:37][C:36]=3[NH:44][C:45](=[O:53])[CH2:46][CH:47]1[CH2:52][CH2:51][N:50]([C:61]([C:58]2[CH:59]=[CH:60][N:56]([CH3:55])[N:57]=2)=[O:62])[CH2:49][CH2:48]1. (5) Given the reactants [OH:1][C@@H:2]([CH2:25][OH:26])[CH2:3][CH2:4][O:5][C:6]1[CH:14]=[C:13]([F:15])[CH:12]=[C:11]([NH:16][C:17]2[CH:22]=[CH:21][C:20]([I:23])=[CH:19][C:18]=2[F:24])[C:7]=1[C:8]([NH2:10])=[O:9].[CH3:27][S:28](Cl)(=[O:30])=[O:29].N1C(C)=CC(C)=CC=1C, predict the reaction product. The product is: [C:8]([C:7]1[C:11]([NH:16][C:17]2[CH:22]=[CH:21][C:20]([I:23])=[CH:19][C:18]=2[F:24])=[CH:12][C:13]([F:15])=[CH:14][C:6]=1[O:5][CH2:4][CH2:3][C@@H:2]([OH:1])[CH2:25][O:26][S:28]([CH3:27])(=[O:30])=[O:29])(=[O:9])[NH2:10].